This data is from Peptide-MHC class I binding affinity with 185,985 pairs from IEDB/IMGT. The task is: Regression. Given a peptide amino acid sequence and an MHC pseudo amino acid sequence, predict their binding affinity value. This is MHC class I binding data. (1) The peptide sequence is ARLGKGYMF. The MHC is HLA-A31:01 with pseudo-sequence HLA-A31:01. The binding affinity (normalized) is 0.0847. (2) The peptide sequence is KTGECSKCY. The MHC is HLA-A26:01 with pseudo-sequence HLA-A26:01. The binding affinity (normalized) is 0.